From a dataset of Catalyst prediction with 721,799 reactions and 888 catalyst types from USPTO. Predict which catalyst facilitates the given reaction. (1) Reactant: F[C:2]1[CH:7]=[CH:6][C:5]([N+:8]([O-:10])=[O:9])=[CH:4][CH:3]=1.[NH2:11][CH2:12][CH2:13][CH2:14][O:15][CH2:16][CH:17]([CH2:22][CH3:23])[CH2:18][CH2:19][CH2:20][CH3:21].C([O-])([O-])=O.[K+].[K+]. Product: [CH2:22]([CH:17]([CH2:18][CH2:19][CH2:20][CH3:21])[CH2:16][O:15][CH2:14][CH2:13][CH2:12][NH:11][C:2]1[CH:7]=[CH:6][C:5]([N+:8]([O-:10])=[O:9])=[CH:4][CH:3]=1)[CH3:23]. The catalyst class is: 60. (2) Reactant: [CH2:1]([O:8][C:9]([NH:11][CH2:12][CH2:13][C:14]([OH:16])=O)=[O:10])[C:2]1[CH:7]=[CH:6][CH:5]=[CH:4][CH:3]=1.Cl.CN(C)CCCN=C=NCC.OC1C2N=NNC=2C=CC=1.C(N(CC)CC)C.[NH2:46][CH2:47][CH:48]([OH:52])[CH:49]([CH3:51])[CH3:50]. Product: [OH:52][CH:48]([CH:49]([CH3:51])[CH3:50])[CH2:47][NH:46][C:14]([CH2:13][CH2:12][NH:11][C:9](=[O:10])[O:8][CH2:1][C:2]1[CH:3]=[CH:4][CH:5]=[CH:6][CH:7]=1)=[O:16]. The catalyst class is: 4. (3) Reactant: [C:1]([O:5][C:6](=[O:22])[NH:7][CH2:8][CH2:9][CH2:10][O:11][C:12]1[CH:17]=[C:16](F)[CH:15]=[CH:14][C:13]=1[N+:19]([O-:21])=[O:20])([CH3:4])([CH3:3])[CH3:2].[NH:23]1[CH2:27][CH2:26][CH2:25][CH2:24]1.C(=O)([O-])[O-].[K+].[K+].O. Product: [C:1]([O:5][C:6](=[O:22])[NH:7][CH2:8][CH2:9][CH2:10][O:11][C:12]1[CH:17]=[C:16]([N:23]2[CH2:27][CH2:26][CH2:25][CH2:24]2)[CH:15]=[CH:14][C:13]=1[N+:19]([O-:21])=[O:20])([CH3:4])([CH3:3])[CH3:2]. The catalyst class is: 1. (4) Reactant: [NH2:1][C:2]1[C:13]([O:14][C:15]2[CH:20]=[CH:19][CH:18]=[C:17]([OH:21])[CH:16]=2)=[CH:12][C:5]2[N:6]([CH3:11])[C:7](=[O:10])[N:8]([CH3:9])[C:4]=2[CH:3]=1.C(=O)([O-])[O-].[K+].[K+].Br[CH2:29][CH:30]1[CH2:35][CH2:34][N:33]([C:36]([O:38][C:39]([CH3:42])([CH3:41])[CH3:40])=[O:37])[CH2:32][CH2:31]1.[I-].[K+]. Product: [NH2:1][C:2]1[C:13]([O:14][C:15]2[CH:16]=[C:17]([CH:18]=[CH:19][CH:20]=2)[O:21][CH2:29][CH:30]2[CH2:35][CH2:34][N:33]([C:36]([O:38][C:39]([CH3:40])([CH3:42])[CH3:41])=[O:37])[CH2:32][CH2:31]2)=[CH:12][C:5]2[N:6]([CH3:11])[C:7](=[O:10])[N:8]([CH3:9])[C:4]=2[CH:3]=1. The catalyst class is: 3. (5) Reactant: [BH4-].[Na+].[Br:3][C:4]1[CH:5]=[C:6]2[C:11](=[CH:12][CH:13]=1)[N:10]=[C:9]([O:14][CH3:15])[C:8]([CH:16]=[O:17])=[C:7]2[Cl:18]. Product: [Br:3][C:4]1[CH:5]=[C:6]2[C:11](=[CH:12][CH:13]=1)[N:10]=[C:9]([O:14][CH3:15])[C:8]([CH2:16][OH:17])=[C:7]2[Cl:18]. The catalyst class is: 5. (6) Reactant: [Cl:1][C:2]1[CH:3]=[CH:4][C:5]([C:8]([C:19]2[CH:24]=[C:23]([C:25]([F:28])([F:27])[F:26])[CH:22]=[C:21]([F:29])[CH:20]=2)([N:16]=[C:17]=S)[CH2:9][C:10]2[CH:15]=[CH:14][CH:13]=[CH:12][CH:11]=2)=[N:6][CH:7]=1.[N:30]([CH2:33][C:34]([C:36]1[CH:41]=[CH:40][CH:39]=[CH:38][CH:37]=1)=[O:35])=[N+]=[N-].C1(P(C2C=CC=CC=2)C2C=CC=CC=2)C=CC=CC=1. Product: [Cl:1][C:2]1[CH:3]=[CH:4][C:5]([C:8]([NH:16][C:17]2[O:35][C:34]([C:36]3[CH:41]=[CH:40][CH:39]=[CH:38][CH:37]=3)=[CH:33][N:30]=2)([C:19]2[CH:24]=[C:23]([C:25]([F:28])([F:27])[F:26])[CH:22]=[C:21]([F:29])[CH:20]=2)[CH2:9][C:10]2[CH:15]=[CH:14][CH:13]=[CH:12][CH:11]=2)=[N:6][CH:7]=1. The catalyst class is: 12. (7) Reactant: Cl[C:2]1[CH:3]=[C:4]([CH:8]=[CH:9][C:10]=1[C:11]1[CH:20]=[CH:19][C:18]2[C:13](=[CH:14][CH:15]=[C:16]([O:21][CH3:22])[CH:17]=2)[N:12]=1)[C:5]([OH:7])=[O:6].[CH3:23]OC(C1C=CC(B(O)O)=CC=1)=O.C(=O)([O-])[O-].[Na+].[Na+]. Product: [CH3:22][O:21][C:16]1[CH:17]=[C:18]2[C:13](=[CH:14][CH:15]=1)[N:12]=[C:11]([C:10]1[CH:9]=[CH:8][C:4]([C:5]([O:7][CH3:23])=[O:6])=[CH:3][CH:2]=1)[CH:20]=[CH:19]2. The catalyst class is: 117.